This data is from NCI-60 drug combinations with 297,098 pairs across 59 cell lines. The task is: Regression. Given two drug SMILES strings and cell line genomic features, predict the synergy score measuring deviation from expected non-interaction effect. (1) Drug 1: C1=CC(=CC=C1CCC2=CNC3=C2C(=O)NC(=N3)N)C(=O)NC(CCC(=O)O)C(=O)O. Drug 2: CCC1=CC2CC(C3=C(CN(C2)C1)C4=CC=CC=C4N3)(C5=C(C=C6C(=C5)C78CCN9C7C(C=CC9)(C(C(C8N6C)(C(=O)OC)O)OC(=O)C)CC)OC)C(=O)OC.C(C(C(=O)O)O)(C(=O)O)O. Cell line: HT29. Synergy scores: CSS=62.1, Synergy_ZIP=-2.28, Synergy_Bliss=-4.19, Synergy_Loewe=-4.36, Synergy_HSA=-1.11. (2) Drug 1: C1CCC(C1)C(CC#N)N2C=C(C=N2)C3=C4C=CNC4=NC=N3. Drug 2: CC1C(C(CC(O1)OC2CC(CC3=C2C(=C4C(=C3O)C(=O)C5=C(C4=O)C(=CC=C5)OC)O)(C(=O)CO)O)N)O.Cl. Cell line: K-562. Synergy scores: CSS=30.3, Synergy_ZIP=-2.21, Synergy_Bliss=-3.06, Synergy_Loewe=-14.3, Synergy_HSA=-3.14. (3) Drug 1: CN(C)C1=NC(=NC(=N1)N(C)C)N(C)C. Drug 2: CC1CCCC2(C(O2)CC(NC(=O)CC(C(C(=O)C(C1O)C)(C)C)O)C(=CC3=CSC(=N3)C)C)C. Cell line: CCRF-CEM. Synergy scores: CSS=-10.0, Synergy_ZIP=2.80, Synergy_Bliss=-3.58, Synergy_Loewe=-9.44, Synergy_HSA=-8.02.